Task: Predict the reaction yield, written as a fraction of the theoretical maximum amount of product (1.0 means a 100% yield; for example, 0.34 means a 34% yield).. Dataset: Reaction yield outcomes from USPTO patents with 853,638 reactions (1) The reactants are [NH2:1][CH2:2][C:3]1[CH:4]=[C:5]2[C:9](=[CH:10][CH:11]=1)[C:8](=[O:12])[N:7]([CH:13]1[CH2:18][CH2:17][C:16](=[O:19])[NH:15][C:14]1=[O:20])[CH2:6]2.S(O)(=O)(=O)C.[F:26][C:27]([F:40])([C:31]1[CH:36]=[C:35]([F:37])[CH:34]=[CH:33][C:32]=1[O:38][CH3:39])[C:28](O)=[O:29].C(N(C(C)C)CC)(C)C.F[P-](F)(F)(F)(F)F.CN(C(N(C)C)=[N+]1C2C(=NC=CC=2)[N+]([O-])=N1)C. The catalyst is CS(C)=O.CN(C)C=O. The product is [O:20]=[C:14]1[CH:13]([N:7]2[CH2:6][C:5]3[C:9](=[CH:10][CH:11]=[C:3]([CH2:2][NH:1][C:28](=[O:29])[C:27]([F:26])([F:40])[C:31]4[CH:36]=[C:35]([F:37])[CH:34]=[CH:33][C:32]=4[O:38][CH3:39])[CH:4]=3)[C:8]2=[O:12])[CH2:18][CH2:17][C:16](=[O:19])[NH:15]1. The yield is 0.668. (2) The reactants are [Cl:1][C:2]1[CH:8]=[C:7]([O:9][C:10]2[C:19]3[C:14](=[CH:15][C:16]([O:22][CH3:23])=[C:17]([O:20][CH3:21])[CH:18]=3)[N:13]=[CH:12][N:11]=2)[CH:6]=[CH:5][C:3]=1[NH2:4].Cl[C:25](Cl)([O:27][C:28](=[O:34])OC(Cl)(Cl)Cl)Cl.[CH2:36](O)[CH2:37][CH2:38][CH2:39][CH2:40]C.C(=O)(O)[O-].[Na+]. The catalyst is C(Cl)Cl.C(N(CC)CC)C.C1(C)C=CC=CC=1. The product is [Cl:1][C:2]1[CH:8]=[C:7]([O:9][C:10]2[C:19]3[C:14](=[CH:15][C:16]([O:22][CH3:23])=[C:17]([O:20][CH3:21])[CH:18]=3)[N:13]=[CH:12][N:11]=2)[CH:6]=[CH:5][C:3]=1[NH:4][C:28](=[O:34])[O:27][CH2:25][CH2:36][CH2:37][CH2:38][CH2:39][CH3:40]. The yield is 0.680. (3) The reactants are [Br:1][C:2]1[CH:3]=[C:4]([C:11]([O:13][CH3:14])=[O:12])[C:5]2[CH:6]=[CH:7][NH:8][C:9]=2[CH:10]=1.[H-].[Na+].Br[CH:18]([CH3:20])[CH3:19].CCCCCC. The catalyst is CN(C)C=O.C(OCC)(=O)C. The product is [Br:1][C:2]1[CH:3]=[C:4]([C:11]([O:13][CH3:14])=[O:12])[C:5]2[CH:6]=[CH:7][N:8]([CH:18]([CH3:20])[CH3:19])[C:9]=2[CH:10]=1. The yield is 0.437. (4) The product is [OH:32][C:29]([CH3:31])([CH3:30])[CH2:28][C@@:19]1([C:22]2[CH:27]=[CH:26][CH:25]=[CH:24][CH:23]=2)[O:18][C:17](=[O:33])[N:16]([C@H:14]([C:11]2[CH:12]=[CH:13][C:8]([C:5]3[N:6]=[N:7][C:2]([N:34]4[CH2:41][CH2:40][CH2:39][C@@H:35]4[C:36]([NH2:38])=[O:37])=[CH:3][CH:4]=3)=[CH:9][CH:10]=2)[CH3:15])[CH2:21][CH2:20]1. The yield is 0.260. No catalyst specified. The reactants are Cl[C:2]1[N:7]=[N:6][C:5]([C:8]2[CH:13]=[CH:12][C:11]([C@@H:14]([N:16]3[CH2:21][CH2:20][C@:19]([CH2:28][C:29]([OH:32])([CH3:31])[CH3:30])([C:22]4[CH:27]=[CH:26][CH:25]=[CH:24][CH:23]=4)[O:18][C:17]3=[O:33])[CH3:15])=[CH:10][CH:9]=2)=[CH:4][CH:3]=1.[NH:34]1[CH2:41][CH2:40][CH2:39][C@@H:35]1[C:36]([NH2:38])=[O:37]. (5) The reactants are [C:1]1([S:7]([C:10]2[CH:15]=[CH:14][CH:13]=[CH:12][C:11]=2[N:16]=[C:17]=[O:18])(=[O:9])=[O:8])[CH:6]=[CH:5][CH:4]=[CH:3][CH:2]=1.Cl.[CH3:20][O:21][C:22](=[O:33])[C@H:23]([CH2:25][C:26]1[CH:31]=[CH:30][C:29]([OH:32])=[CH:28][CH:27]=1)[NH2:24].C(N(CC)CC)C. The catalyst is ClCCl. The product is [CH3:20][O:21][C:22](=[O:33])[C@@H:23]([NH:24][C:17]([NH:16][C:11]1[CH:12]=[CH:13][CH:14]=[CH:15][C:10]=1[S:7]([C:1]1[CH:2]=[CH:3][CH:4]=[CH:5][CH:6]=1)(=[O:8])=[O:9])=[O:18])[CH2:25][C:26]1[CH:31]=[CH:30][C:29]([OH:32])=[CH:28][CH:27]=1. The yield is 0.890.